This data is from Reaction yield outcomes from USPTO patents with 853,638 reactions. The task is: Predict the reaction yield, written as a fraction of the theoretical maximum amount of product (1.0 means a 100% yield; for example, 0.34 means a 34% yield). (1) The reactants are [Br:1][C:2]1[C:3](=[O:10])[N:4]([CH3:9])[CH:5]=[C:6](I)[CH:7]=1.[C:11]([O:14][CH2:15][C:16]1[C:17]([N:25]2[CH2:36][CH2:35][N:34]3[C:27](=[CH:28][C:29]4[CH2:30][C:31]([CH3:38])([CH3:37])[CH2:32][C:33]=43)[C:26]2=[O:39])=[N:18][CH:19]=[CH:20][C:21]=1B(O)O)(=[O:13])[CH3:12].[O-]P([O-])([O-])=O.[K+].[K+].[K+].C([O-])(=O)C.[Na+]. The catalyst is C1C=CC(P(C2C=CC=CC=2)[C-]2C=CC=C2)=CC=1.C1C=CC(P(C2C=CC=CC=2)[C-]2C=CC=C2)=CC=1.Cl[Pd]Cl.[Fe+2].O.C(#N)C. The product is [C:11]([O:14][CH2:15][C:16]1[C:17]([N:25]2[CH2:36][CH2:35][N:34]3[C:27](=[CH:28][C:29]4[CH2:30][C:31]([CH3:38])([CH3:37])[CH2:32][C:33]=43)[C:26]2=[O:39])=[N:18][CH:19]=[CH:20][C:21]=1[C:6]1[CH:7]=[C:2]([Br:1])[C:3](=[O:10])[N:4]([CH3:9])[CH:5]=1)(=[O:13])[CH3:12]. The yield is 0.220. (2) The yield is 0.935. The catalyst is ClCCl. The reactants are Cl.[CH3:2][O:3][C:4](=[O:9])[C@H:5]([CH2:7][OH:8])[NH2:6].C(N(CC)CC)C.Cl[C:18](Cl)([O:20]C(=O)OC(Cl)(Cl)Cl)Cl. The product is [O:20]=[C:18]1[NH:6][C@H:5]([C:4]([O:3][CH3:2])=[O:9])[CH2:7][O:8]1. (3) The reactants are C(=O)([O-])[O-].[Ca+2].[NH2:6][C:7]1[CH:12]=[C:11]([C:13]([F:16])([F:15])[F:14])[C:10]([C:17]2[CH:22]=[CH:21][C:20]([S:23]([CH:26]3[CH2:31][CH2:30][N:29]([C:32]([O:34][C:35]([CH3:38])([CH3:37])[CH3:36])=[O:33])[CH2:28][CH2:27]3)(=[O:25])=[O:24])=[CH:19][CH:18]=2)=[C:9]([Cl:39])[CH:8]=1.ClCCl.O.[C:44](Cl)(Cl)=[S:45].Cl. No catalyst specified. The product is [Cl:39][C:9]1[CH:8]=[C:7]([N:6]=[C:44]=[S:45])[CH:12]=[C:11]([C:13]([F:14])([F:16])[F:15])[C:10]=1[C:17]1[CH:18]=[CH:19][C:20]([S:23]([CH:26]2[CH2:31][CH2:30][N:29]([C:32]([O:34][C:35]([CH3:36])([CH3:38])[CH3:37])=[O:33])[CH2:28][CH2:27]2)(=[O:25])=[O:24])=[CH:21][CH:22]=1. The yield is 0.720. (4) The reactants are [CH2:1]([N:8]1[CH2:13][C:12]([C:14]2[CH:19]=[CH:18][CH:17]=[CH:16][CH:15]=2)=[C:11]([C:20]([O:22][CH2:23][CH3:24])=[O:21])[CH2:10][CH2:9]1)C1C=CC=CC=1.[OH-:25].[OH-:26].[Pd+2]. The catalyst is C(O)C. The product is [C:14]1([C@H:12]2[C@@H:11]([C:20]([O:22][CH2:23][CH3:24])=[O:21])[CH2:10][CH2:9][N:8]([C:1]([O:26][C:11]([CH3:20])([CH3:12])[CH3:10])=[O:25])[CH2:13]2)[CH:15]=[CH:16][CH:17]=[CH:18][CH:19]=1. The yield is 0.760. (5) The reactants are [CH3:1][C:2]1[CH:10]=[CH:9][C:5]([C:6]([OH:8])=[O:7])=[CH:4][C:3]=1[N+:11]([O-:13])=[O:12].CCN=C=NCCCN(C)C.[C:25](O)([CH3:28])([CH3:27])[CH3:26]. The catalyst is CN(C)C1C=CN=CC=1.ClCCl. The product is [C:25]([O:7][C:6](=[O:8])[C:5]1[CH:9]=[CH:10][C:2]([CH3:1])=[C:3]([N+:11]([O-:13])=[O:12])[CH:4]=1)([CH3:28])([CH3:27])[CH3:26]. The yield is 0.930. (6) The reactants are [CH3:1][O:2][C:3]1[CH:8]=[CH:7][C:6]([C:9]2[N:10]=[C:11]([C:21]3([OH:31])[CH2:30][CH2:29][C:24]4(OCC[O:25]4)[CH2:23][CH2:22]3)[S:12][C:13]=2[C:14]2[CH:19]=[CH:18][C:17]([CH3:20])=[CH:16][CH:15]=2)=[CH:5][CH:4]=1.C(=O)([O-])O.[Na+]. The catalyst is O1CCCC1.Cl. The product is [OH:31][C:21]1([C:11]2[S:12][C:13]([C:14]3[CH:19]=[CH:18][C:17]([CH3:20])=[CH:16][CH:15]=3)=[C:9]([C:6]3[CH:7]=[CH:8][C:3]([O:2][CH3:1])=[CH:4][CH:5]=3)[N:10]=2)[CH2:30][CH2:29][C:24](=[O:25])[CH2:23][CH2:22]1. The yield is 0.830. (7) The reactants are [C:1]([C:3]1[N:8]=[CH:7][C:6]([S:9]([NH:12][CH:13]([CH3:29])[C:14]([NH:16][C:17]2[CH:18]=[N:19][C:20]([CH:26]3[CH2:28][CH2:27]3)=[CH:21][C:22]=2[NH:23][CH2:24][CH3:25])=O)(=[O:11])=[O:10])=[CH:5][CH:4]=1)#[N:2]. The catalyst is C1COCC1.CO. The product is [CH:26]1([C:20]2[N:19]=[CH:18][C:17]3[N:16]=[C:14]([CH:13]([NH:12][S:9]([C:6]4[CH:7]=[N:8][C:3]([C:1]#[N:2])=[CH:4][CH:5]=4)(=[O:11])=[O:10])[CH3:29])[N:23]([CH2:24][CH3:25])[C:22]=3[CH:21]=2)[CH2:28][CH2:27]1. The yield is 0.450.